From a dataset of Forward reaction prediction with 1.9M reactions from USPTO patents (1976-2016). Predict the product of the given reaction. (1) Given the reactants [Cl:1][C:2]1[CH:3]=[C:4]2[C:9](=[CH:10][CH:11]=1)[C:8](=O)[NH:7][N:6]=[CH:5]2.P(Cl)(Cl)([Cl:15])=O, predict the reaction product. The product is: [Cl:15][C:8]1[C:9]2[C:4](=[CH:3][C:2]([Cl:1])=[CH:11][CH:10]=2)[CH:5]=[N:6][N:7]=1. (2) Given the reactants [C:1]([C:5]1[CH:12]=[CH:11][C:8]([CH:9]=O)=[C:7]([O:13][CH:14]2[CH2:19][CH2:18][N:17]([C:20]([O:22][C:23]([CH3:26])([CH3:25])[CH3:24])=[O:21])[CH2:16][CH2:15]2)[CH:6]=1)([CH3:4])([CH3:3])[CH3:2].[Cl:27][C:28]1[CH:29]=[CH:30][C:31]([NH:34][C:35](=[O:44])[C:36]2[CH:41]=[C:40]([Cl:42])[CH:39]=[CH:38][C:37]=2[NH2:43])=[N:32][CH:33]=1.C1(C)C=CC(S([O-])(=O)=O)=CC=1.[NH+]1C=CC=CC=1.S([O-])([O-])(=O)=O.[Mg+2].[B-][N+](C)(C)C, predict the reaction product. The product is: [C:1]([C:5]1[CH:12]=[CH:11][C:8]([CH2:9][NH:43][C:37]2[CH:38]=[CH:39][C:40]([Cl:42])=[CH:41][C:36]=2[C:35]([NH:34][C:31]2[CH:30]=[CH:29][C:28]([Cl:27])=[CH:33][N:32]=2)=[O:44])=[C:7]([O:13][CH:14]2[CH2:15][CH2:16][N:17]([C:20]([O:22][C:23]([CH3:25])([CH3:26])[CH3:24])=[O:21])[CH2:18][CH2:19]2)[CH:6]=1)([CH3:2])([CH3:3])[CH3:4].